Dataset: Reaction yield outcomes from USPTO patents with 853,638 reactions. Task: Predict the reaction yield, written as a fraction of the theoretical maximum amount of product (1.0 means a 100% yield; for example, 0.34 means a 34% yield). (1) The reactants are C([O:8][P:9]([CH2:19][C@H:20]([CH2:25][C@H:26]([F:31])[C:27]([O:29]C)=[O:28])[C:21]([O:23]C)=[O:22])([O:11]CC1C=CC=CC=1)=[O:10])C1C=CC=CC=1. The catalyst is O.FC(F)(F)C(O)=O. The product is [F:31][C@@H:26]([CH2:25][C@@H:20]([CH2:19][P:9]([OH:10])([OH:11])=[O:8])[C:21]([OH:23])=[O:22])[C:27]([OH:29])=[O:28]. The yield is 0.590. (2) The reactants are [OH:1][C:2]1[CH:9]=[C:8]([OH:10])[C:7]([C:11]2(O)[C:19]3[C:14](=[CH:15][CH:16]=[CH:17][CH:18]=3)[N:13]([CH2:20][C:21]3[CH:26]=[CH:25][C:24]([O:27][CH3:28])=[CH:23][CH:22]=3)[C:12]2=[O:29])=[CH:6][C:3]=1[C:4]#[N:5].C([SiH](CC)CC)C.FC(F)(F)C(O)=O. The catalyst is ClCCl. The product is [OH:1][C:2]1[CH:9]=[C:8]([OH:10])[C:7]([CH:11]2[C:19]3[C:14](=[CH:15][CH:16]=[CH:17][CH:18]=3)[N:13]([CH2:20][C:21]3[CH:22]=[CH:23][C:24]([O:27][CH3:28])=[CH:25][CH:26]=3)[C:12]2=[O:29])=[CH:6][C:3]=1[C:4]#[N:5]. The yield is 0.980. (3) The yield is 0.404. The reactants are CC1(C)C(C)(C)OB([C:9]2[CH:10]=[C:11]([CH:21]=[CH:22][CH:23]=2)[CH2:12][NH:13][C:14](=[O:20])[O:15][C:16]([CH3:19])([CH3:18])[CH3:17])O1.Br[C:26]1[C:34]2[C:29](=[N:30][CH:31]=[CH:32][C:33]=2[Cl:35])[N:28]([S:36]([C:39]2[CH:44]=[CH:43][CH:42]=[CH:41][CH:40]=2)(=[O:38])=[O:37])[CH:27]=1.C(=O)([O-])[O-].[K+].[K+]. No catalyst specified. The product is [Cl:35][C:33]1[CH:32]=[CH:31][N:30]=[C:29]2[N:28]([S:36]([C:39]3[CH:44]=[CH:43][CH:42]=[CH:41][CH:40]=3)(=[O:38])=[O:37])[CH:27]=[C:26]([C:9]3[CH:10]=[C:11]([CH:21]=[CH:22][CH:23]=3)[CH2:12][NH:13][C:14](=[O:20])[O:15][C:16]([CH3:17])([CH3:18])[CH3:19])[C:34]=12. (4) The reactants are [NH:1]1[CH2:6][CH2:5][CH2:4][CH2:3][CH2:2]1.Cl[CH2:8][C:9]1[CH:34]=[CH:33][C:12]([C:13]([NH:15][C:16]2[CH:17]=[CH:18][C:19]([O:22][C:23](=[O:32])[N:24]([CH3:31])[C:25]3[CH:30]=[CH:29][CH:28]=[CH:27][CH:26]=3)=[N:20][CH:21]=2)=[O:14])=[CH:11][CH:10]=1.[I-].[Na+].O. The catalyst is CN(C)C=O. The product is [N:1]1([CH2:8][C:9]2[CH:10]=[CH:11][C:12]([C:13]([NH:15][C:16]3[CH:17]=[CH:18][C:19]([O:22][C:23](=[O:32])[N:24]([CH3:31])[C:25]4[CH:30]=[CH:29][CH:28]=[CH:27][CH:26]=4)=[N:20][CH:21]=3)=[O:14])=[CH:33][CH:34]=2)[CH2:6][CH2:5][CH2:4][CH2:3][CH2:2]1. The yield is 0.890. (5) The reactants are [NH:1]1[CH:5]=[C:4]([C:6]2[C:7]([NH2:12])=[N:8][CH:9]=[CH:10][CH:11]=2)[CH:3]=[N:2]1.[H-].[Na+].Cl[CH2:16][C:17]1[CH:30]=[CH:29][C:20]([CH2:21][O:22][C:23]2[CH:28]=[CH:27][CH:26]=[CH:25][N:24]=2)=[CH:19][CH:18]=1. The catalyst is CN(C)C=O. The product is [N:24]1[CH:25]=[CH:26][CH:27]=[CH:28][C:23]=1[O:22][CH2:21][C:20]1[CH:19]=[CH:18][C:17]([CH2:16][N:1]2[CH:5]=[C:4]([C:6]3[C:7]([NH2:12])=[N:8][CH:9]=[CH:10][CH:11]=3)[CH:3]=[N:2]2)=[CH:30][CH:29]=1. The yield is 0.920. (6) The reactants are [CH3:1][O:2][C:3]([C:5]1[CH:9]=[C:8]([CH2:10][CH2:11][CH2:12][C:13](O)=O)[S:7][CH:6]=1)=[O:4].[C:16](Cl)(=O)C(Cl)=O.C(Cl)Cl.[NH2:25][C:26]1[NH:31][C:30](=[O:32])[CH:29]=[C:28]([NH2:33])[N:27]=1. The catalyst is CN(C=O)C. The product is [CH3:1][O:2][C:3]([C:5]1[CH:9]=[C:8]([CH2:10][CH2:11][CH2:12][C:13]2[NH:33][C:28]3[N:27]=[C:26]([NH2:25])[NH:31][C:30](=[O:32])[C:29]=3[CH:16]=2)[S:7][CH:6]=1)=[O:4]. The yield is 0.300.